The task is: Predict which catalyst facilitates the given reaction.. This data is from Catalyst prediction with 721,799 reactions and 888 catalyst types from USPTO. (1) Reactant: ClC([O:4][C:5](Cl)(Cl)Cl)=O.[CH2:9]([CH:27]([CH2:29][CH2:30][CH2:31][CH2:32][CH2:33][CH2:34][CH2:35][CH2:36]/[CH:37]=[CH:38]\[CH2:39]/[CH:40]=[CH:41]\[CH2:42][CH2:43][CH2:44][CH2:45][CH3:46])[OH:28])[CH2:10][CH2:11][CH2:12][CH2:13][CH2:14][CH2:15][CH2:16]/[CH:17]=[CH:18]\[CH2:19]/[CH:20]=[CH:21]\[CH2:22][CH2:23][CH2:24][CH2:25][CH3:26].N1C=CC=CC=1.[CH3:53][NH:54][CH2:55][CH2:56][CH2:57][OH:58]. Product: [OH:58][CH2:57][CH2:56][CH2:55][N:54]([CH3:53])[C:5](=[O:4])[O:28][CH:27]([CH2:29][CH2:30][CH2:31][CH2:32][CH2:33][CH2:34][CH2:35][CH2:36]/[CH:37]=[CH:38]\[CH2:39]/[CH:40]=[CH:41]\[CH2:42][CH2:43][CH2:44][CH2:45][CH3:46])[CH2:9][CH2:10][CH2:11][CH2:12][CH2:13][CH2:14][CH2:15][CH2:16]/[CH:17]=[CH:18]\[CH2:19]/[CH:20]=[CH:21]\[CH2:22][CH2:23][CH2:24][CH2:25][CH3:26]. The catalyst class is: 28. (2) Reactant: [CH2:1]([C:3]1[C:8]([CH2:9]C=O)=[CH:7][CH:6]=[CH:5][C:4]=1[C:12]1[S:16][C:15]([C:17]2[CH:18]=[CH:19][C:20]([O:25][CH:26]([CH3:28])[CH3:27])=[C:21]([CH:24]=2)[C:22]#[N:23])=[N:14][CH:13]=1)[CH3:2].[C:29](O)(=O)C.C([O-])(=O)C.[Na+].Cl.[CH3:39][NH:40][CH2:41][C:42]([O:44][CH3:45])=[O:43]. Product: [C:22]([C:21]1[CH:24]=[C:17]([C:15]2[S:16][C:12]([C:4]3[C:3]([CH2:1][CH3:2])=[C:8]([CH2:9][CH2:39][N:40]([CH3:29])[CH2:41][C:42]([O:44][CH3:45])=[O:43])[CH:7]=[CH:6][CH:5]=3)=[CH:13][N:14]=2)[CH:18]=[CH:19][C:20]=1[O:25][CH:26]([CH3:27])[CH3:28])#[N:23]. The catalyst class is: 8. (3) Reactant: C1(P(C2C=CC=CC=2)C2C=CC=CC=2)C=CC=CC=1.BrN1C(=O)CCC1=O.[Cl:28][C:29]1[CH:30]=[C:31]([CH:41]([CH2:45][CH:46]2[CH2:51][CH2:50][CH2:49][CH2:48][CH2:47]2)[C:42]([OH:44])=O)[CH:32]=[CH:33][C:34]=1[N:35]1[C:39]([CH3:40])=[N:38][N:37]=[N:36]1.[NH2:52][C:53]1[S:54][CH:55]=[CH:56][N:57]=1. Product: [Cl:28][C:29]1[CH:30]=[C:31]([CH:41]([CH2:45][CH:46]2[CH2:51][CH2:50][CH2:49][CH2:48][CH2:47]2)[C:42]([NH:52][C:53]2[S:54][CH:55]=[CH:56][N:57]=2)=[O:44])[CH:32]=[CH:33][C:34]=1[N:35]1[C:39]([CH3:40])=[N:38][N:37]=[N:36]1. The catalyst class is: 2. (4) Reactant: C[O:2][C:3](=[O:25])[C@H:4]([NH:14][C:15]([O:17][CH2:18][C:19]1[CH:24]=[CH:23][CH:22]=[CH:21][CH:20]=1)=[O:16])[CH2:5][O:6][Si:7]([C:10]([CH3:13])([CH3:12])[CH3:11])([CH3:9])[CH3:8].[OH-].[Li+].C(OCC)(=O)C.Cl. Product: [CH2:18]([O:17][C:15]([NH:14][C@H:4]([CH2:5][O:6][Si:7]([C:10]([CH3:13])([CH3:12])[CH3:11])([CH3:8])[CH3:9])[C:3]([OH:25])=[O:2])=[O:16])[C:19]1[CH:20]=[CH:21][CH:22]=[CH:23][CH:24]=1. The catalyst class is: 30. (5) Reactant: C(OC([N:11]1[CH2:16][CH2:15][CH2:14][CH2:13][CH:12]1[C:17](=[O:29])[NH:18][CH:19]1[CH:26]2[CH2:27][CH:22]3[CH2:23][CH:24]([CH2:28][CH:20]1[CH2:21]3)[CH2:25]2)=O)C1C=CC=CC=1. Product: [CH:26]12[CH2:25][CH:24]3[CH2:23][CH:22]([CH2:21][CH:20]([CH2:28]3)[CH:19]1[NH:18][C:17]([CH:12]1[CH2:13][CH2:14][CH2:15][CH2:16][NH:11]1)=[O:29])[CH2:27]2. The catalyst class is: 19. (6) Reactant: [C:1]([C:3]1[CH:11]=[C:10]2[C:6]([CH:7]=[C:8]([C:22]([NH:24][S:25]([C:28]3[CH:33]=[CH:32][CH:31]=[C:30]([N+:34]([O-])=O)[CH:29]=3)(=[O:27])=[O:26])=[O:23])[N:9]2[CH2:12][C:13]2[C:18]([CH3:19])=[CH:17][C:16]([CH3:20])=[CH:15][C:14]=2[CH3:21])=[CH:5][CH:4]=1)#[N:2].[H][H]. Product: [NH2:34][C:30]1[CH:29]=[C:28]([S:25]([NH:24][C:22]([C:8]2[N:9]([CH2:12][C:13]3[C:18]([CH3:19])=[CH:17][C:16]([CH3:20])=[CH:15][C:14]=3[CH3:21])[C:10]3[C:6]([CH:7]=2)=[CH:5][CH:4]=[C:3]([C:1]#[N:2])[CH:11]=3)=[O:23])(=[O:27])=[O:26])[CH:33]=[CH:32][CH:31]=1. The catalyst class is: 43. (7) Product: [Cl:1][C:2]1[CH:3]=[C:4]([C:9]2([F:27])[CH2:13][CH2:12][O:11][C:10]2=[O:14])[CH:5]=[CH:6][C:7]=1[Cl:8]. The catalyst class is: 1. Reactant: [Cl:1][C:2]1[CH:3]=[C:4]([CH:9]2[CH2:13][CH2:12][O:11][C:10]2=[O:14])[CH:5]=[CH:6][C:7]=1[Cl:8].[H-].[Na+].C1C=CC(S(N(S(C2C=CC=CC=2)(=O)=O)[F:27])(=O)=O)=CC=1. (8) Reactant: C([Cl:4])(=O)C.[Cl:5][C:6]1[CH:28]=[C:27]([C:29]([NH:31][CH2:32][C:33]2[CH:38]=[CH:37][CH:36]=[C:35]([OH:39])[CH:34]=2)=[O:30])[CH:26]=[C:25]([Cl:40])[C:7]=1[C:8]([NH:10][C@H:11]([C:21]([O:23][CH3:24])=[O:22])[CH2:12][NH:13]C(OC(C)(C)C)=O)=[O:9]. Product: [ClH:4].[NH2:13][CH2:12][C@@H:11]([C:21]([O:23][CH3:24])=[O:22])[NH:10][C:8](=[O:9])[C:7]1[C:6]([Cl:5])=[CH:28][C:27]([C:29]([NH:31][CH2:32][C:33]2[CH:38]=[CH:37][CH:36]=[C:35]([OH:39])[CH:34]=2)=[O:30])=[CH:26][C:25]=1[Cl:40]. The catalyst class is: 5. (9) Reactant: [Br:1][C:2]1[CH:3]=[C:4]2[C:9](=[CH:10][C:11]=1[O:12][CH3:13])[N:8]=[N:7][C:6](C(O)=O)=[C:5]2O.O=S(Cl)[Cl:20].C[N:23]([CH:25]=[O:26])C.N. Product: [Br:1][C:2]1[CH:3]=[C:4]2[C:9](=[CH:10][C:11]=1[O:12][CH3:13])[N:8]=[N:7][C:6]([C:25]([NH2:23])=[O:26])=[C:5]2[Cl:20]. The catalyst class is: 21.